This data is from Forward reaction prediction with 1.9M reactions from USPTO patents (1976-2016). The task is: Predict the product of the given reaction. (1) Given the reactants [Br:1][C:2]1[CH:9]=[C:8]([NH:10][N:11]=[C:12]([C:14]2[C:15](=O)[O:16][C:17]([CH3:21])=[CH:18][C:19]=2[OH:20])[CH3:13])[CH:7]=[CH:6][C:3]=1[C:4]#[N:5], predict the reaction product. The product is: [Br:1][C:2]1[CH:9]=[C:8]([N:10]2[C:15]3[O:16][C:17]([CH3:21])=[CH:18][C:19](=[O:20])[C:14]=3[C:12]([CH3:13])=[N:11]2)[CH:7]=[CH:6][C:3]=1[C:4]#[N:5]. (2) Given the reactants [CH3:1][NH:2][NH2:3].O[CH:5]=[CH:6][C:7]([C:9]1[CH:14]=[CH:13][CH:12]=[CH:11][C:10]=1[OH:15])=O, predict the reaction product. The product is: [CH3:1][N:2]1[CH:5]=[CH:6][C:7]([C:9]2[CH:14]=[CH:13][CH:12]=[CH:11][C:10]=2[OH:15])=[N:3]1. (3) Given the reactants [Cl:1][C:2]1[CH:3]=[CH:4][C:5]([C:8]([NH:10][C:11]2[CH:16]=[CH:15][C:14]([F:17])=[C:13]([CH2:18][OH:19])[CH:12]=2)=[O:9])=[N:6][CH:7]=1.C1C=C[NH+]=CC=1.[O-][Cr](Cl)(=O)=O, predict the reaction product. The product is: [Cl:1][C:2]1[CH:3]=[CH:4][C:5]([C:8]([NH:10][C:11]2[CH:16]=[CH:15][C:14]([F:17])=[C:13]([CH:18]=[O:19])[CH:12]=2)=[O:9])=[N:6][CH:7]=1. (4) Given the reactants [CH3:1][N:2]([CH2:4][C@H:5]([C:13]1([OH:19])[CH2:18][CH2:17][CH2:16][CH2:15][CH2:14]1)[C:6]1[CH:11]=[CH:10][C:9]([OH:12])=[CH:8][CH:7]=1)[CH3:3].[ClH:20], predict the reaction product. The product is: [CH3:1][N:2]([CH2:4][C@H:5]([C:13]1([OH:19])[CH2:18][CH2:17][CH2:16][CH2:15][CH2:14]1)[C:6]1[CH:11]=[CH:10][C:9]([OH:12])=[CH:8][CH:7]=1)[CH3:3].[ClH:20].[CH3:3][N:2]([CH3:1])[CH2:4][CH:5]([C:13]1([OH:19])[CH2:14][CH2:15][CH2:16][CH2:17][CH2:18]1)[C:6]1[CH:11]=[CH:10][C:9]([OH:12])=[CH:8][CH:7]=1. (5) Given the reactants Cl[CH2:2][C:3]([N:5]1[C:14]2[C:9](=[CH:10][CH:11]=[CH:12][CH:13]=2)[CH2:8][CH2:7][CH2:6]1)=[O:4].[N+:15]([C:18]1[CH:27]=[CH:26][C:21]2[N:22]=[C:23]([SH:25])[S:24][C:20]=2[CH:19]=1)([O-:17])=[O:16], predict the reaction product. The product is: [N:5]1([C:3](=[O:4])[CH2:2][S:25][C:23]2[S:24][C:20]3[CH:19]=[C:18]([N+:15]([O-:17])=[O:16])[CH:27]=[CH:26][C:21]=3[N:22]=2)[C:14]2[C:9](=[CH:10][CH:11]=[CH:12][CH:13]=2)[CH2:8][CH2:7][CH2:6]1. (6) Given the reactants C[O:2][C:3](=[O:33])[C:4]1[CH:9]=[CH:8][C:7]([S:10][C:11]2[CH:16]=[CH:15][C:14]([O:17][CH3:18])=[CH:13][CH:12]=2)=[C:6]([NH:19][C:20]2[C:21]3[CH:29]=[CH:28][C:27]([CH:30]([CH3:32])[CH3:31])=[N:26][C:22]=3[N:23]=[CH:24][N:25]=2)[CH:5]=1.[OH-].[Na+].Cl, predict the reaction product. The product is: [CH:30]([C:27]1[CH:28]=[CH:29][C:21]2[C:20]([NH:19][C:6]3[CH:5]=[C:4]([CH:9]=[CH:8][C:7]=3[S:10][C:11]3[CH:16]=[CH:15][C:14]([O:17][CH3:18])=[CH:13][CH:12]=3)[C:3]([OH:33])=[O:2])=[N:25][CH:24]=[N:23][C:22]=2[N:26]=1)([CH3:32])[CH3:31]. (7) Given the reactants [CH:1]1([N:7]([CH2:19][O:20][CH2:21][CH2:22][Si:23]([CH3:26])([CH3:25])[CH3:24])[S:8]([C:11]2[CH:16]=[CH:15][CH:14]=[C:13]([CH2:17][OH:18])[CH:12]=2)(=[O:10])=[O:9])[CH2:6][CH2:5][CH2:4][CH2:3][CH2:2]1.[H-].[Na+].CS(O[CH2:34][CH2:35][O:36][CH2:37][CH2:38][CH2:39][CH2:40][CH2:41][CH2:42][N:43]1[CH2:47][C@@H:46]([C:48]2[CH:59]=[CH:58][C:51]3[O:52][C:53]([CH3:57])([CH3:56])[O:54][CH2:55][C:50]=3[CH:49]=2)[O:45][C:44]1=[O:60])(=O)=O.P([O-])([O-])([O-])=O, predict the reaction product. The product is: [CH:1]1([N:7]([CH2:19][O:20][CH2:21][CH2:22][Si:23]([CH3:26])([CH3:25])[CH3:24])[S:8]([C:11]2[CH:16]=[CH:15][CH:14]=[C:13]([CH2:17][O:18][CH2:34][CH2:35][O:36][CH2:37][CH2:38][CH2:39][CH2:40][CH2:41][CH2:42][N:43]3[CH2:47][C@@H:46]([C:48]4[CH:59]=[CH:58][C:51]5[O:52][C:53]([CH3:56])([CH3:57])[O:54][CH2:55][C:50]=5[CH:49]=4)[O:45][C:44]3=[O:60])[CH:12]=2)(=[O:10])=[O:9])[CH2:2][CH2:3][CH2:4][CH2:5][CH2:6]1.